This data is from Full USPTO retrosynthesis dataset with 1.9M reactions from patents (1976-2016). The task is: Predict the reactants needed to synthesize the given product. Given the product [C:6]([O:5][C:3](=[O:10])[NH:4][C@H:14]([C:52]1[CH:53]=[CH:54][C:69]2[C:64](=[CH:65][C:66]([O:73][CH3:74])=[CH:67][CH:68]=2)[CH:63]=1)[CH2:13][OH:12])([CH3:9])([CH3:8])[CH3:7], predict the reactants needed to synthesize it. The reactants are: [OH-].[Na+].[C:3](=[O:10])([O:5][C:6]([CH3:9])([CH3:8])[CH3:7])[NH2:4].Cl[O:12][C:13](C)(C)[CH3:14].CC[C@@H]1[C@@H]2[CH2:54][C@H:53]([C@@H:52](OC3C4C(=CC=CC=4)C(O[C@@H:52]([C:63]4C=CN=[C:69]5[C:64]=4[CH:65]=[C:66]([O:73][CH3:74])[CH:67]=[CH:68]5)[C@@H:53]4N5C[C@H](CC)[C@@H](CC5)[CH2:54]4)=NN=3)[C:63]3C=CN=[C:69]4[C:64]=3[CH:65]=[C:66]([O:73][CH3:74])[CH:67]=[CH:68]4)N(CC2)C1.COC1C=CC2C(=CC(C=C)=CC=2)C=1.